From a dataset of TCR-epitope binding with 47,182 pairs between 192 epitopes and 23,139 TCRs. Binary Classification. Given a T-cell receptor sequence (or CDR3 region) and an epitope sequence, predict whether binding occurs between them. The TCR CDR3 sequence is CASRGGSKPFNEQFF. Result: 1 (the TCR binds to the epitope). The epitope is NLVPMVATV.